Dataset: Forward reaction prediction with 1.9M reactions from USPTO patents (1976-2016). Task: Predict the product of the given reaction. (1) Given the reactants [Cl:1][C:2]1[C:3]([N:8]2[CH2:13][CH2:12][N:11]([CH2:14][C:15]3[CH:16]=[N:17][N:18]([CH3:21])[C:19]=3[CH3:20])[CH2:10][CH2:9]2)=[N:4][CH:5]=[CH:6][N:7]=1.C(=O)([O-])[O-].[K+].[K+].[CH3:28][C:29]([C:33]1[CH:38]=[CH:37][C:36](B2OC(C)(C)C(C)(C)O2)=[CH:35][CH:34]=1)([CH3:32])[C:30]#[N:31].O, predict the reaction product. The product is: [ClH:1].[CH3:21][N:18]1[C:19]([CH3:20])=[C:15]([CH2:14][N:11]2[CH2:12][CH2:13][N:8]([C:3]3[C:2]([C:36]4[CH:37]=[CH:38][C:33]([C:29]([CH3:32])([CH3:28])[C:30]#[N:31])=[CH:34][CH:35]=4)=[N:7][CH:6]=[CH:5][N:4]=3)[CH2:9][CH2:10]2)[CH:16]=[N:17]1. (2) The product is: [Si:1]([O:8][CH:9]([CH2:20][O:21][C:22]1[CH:27]=[CH:26][CH:25]=[C:24]([C:28]2[N:29]=[C:30]([N:35]([CH3:42])[CH:36]3[CH2:41][CH2:40][O:39][CH2:38][CH2:37]3)[CH:31]=[C:32]([C:44]3[C:52]4[CH:51]=[N:50][CH:49]=[N:48][C:47]=4[N:46]([S:53]([CH3:56])(=[O:55])=[O:54])[CH:45]=3)[N:33]=2)[CH:23]=1)[CH2:10][N:11]([CH3:19])[C:12](=[O:18])[O:13][C:14]([CH3:17])([CH3:16])[CH3:15])([C:4]([CH3:7])([CH3:6])[CH3:5])([CH3:3])[CH3:2]. Given the reactants [Si:1]([O:8][CH:9]([CH2:20][O:21][C:22]1[CH:27]=[CH:26][CH:25]=[C:24]([C:28]2[N:33]=[C:32](Cl)[CH:31]=[C:30]([N:35]([CH3:42])[CH:36]3[CH2:41][CH2:40][O:39][CH2:38][CH2:37]3)[N:29]=2)[CH:23]=1)[CH2:10][N:11]([CH3:19])[C:12](=[O:18])[O:13][C:14]([CH3:17])([CH3:16])[CH3:15])([C:4]([CH3:7])([CH3:6])[CH3:5])([CH3:3])[CH3:2].Br[C:44]1[C:52]2[CH:51]=[N:50][CH:49]=[N:48][C:47]=2[N:46]([S:53]([CH3:56])(=[O:55])=[O:54])[CH:45]=1.C(N(CC)CC)C, predict the reaction product.